From a dataset of Catalyst prediction with 721,799 reactions and 888 catalyst types from USPTO. Predict which catalyst facilitates the given reaction. (1) Reactant: [F:1][C:2]([F:19])([F:18])[C:3]1[CH:8]=[CH:7][C:6]([NH:9][NH:10]C(OC(C)(C)C)=O)=[CH:5][CH:4]=1.[Cl:20][C:21]1[C:26]([C:27]([N:29]=[C:30]=[O:31])=O)=[C:25]([F:32])[C:24]([CH2:33][NH:34][C:35](=[O:40])[C:36]([CH3:39])([CH3:38])[CH3:37])=[CH:23][CH:22]=1.C(O)(C(F)(F)F)=O. Product: [Cl:20][C:21]1[CH:22]=[CH:23][C:24]([CH2:33][NH:34][C:35](=[O:40])[C:36]([CH3:39])([CH3:38])[CH3:37])=[C:25]([F:32])[C:26]=1[C:27]1[NH:29][C:30](=[O:31])[N:9]([C:6]2[CH:7]=[CH:8][C:3]([C:2]([F:1])([F:19])[F:18])=[CH:4][CH:5]=2)[N:10]=1. The catalyst class is: 2. (2) Reactant: Br[C:2]1[N:3]=[C:4]([CH:16]2[CH2:21][CH2:20][N:19]([C:22]([O:24][C:25]([CH3:28])([CH3:27])[CH3:26])=[O:23])[CH2:18][CH2:17]2)[N:5]([CH2:7][CH2:8][O:9][CH:10]2[CH2:15][CH2:14][CH2:13][CH2:12][O:11]2)[CH:6]=1.[CH:29]1(B(O)O)[CH2:31][CH2:30]1.C1(P(C2CCCCC2)C2CCCCC2)CCCCC1.P([O-])([O-])([O-])=O.[K+].[K+].[K+]. Product: [CH:29]1([C:2]2[N:3]=[C:4]([CH:16]3[CH2:21][CH2:20][N:19]([C:22]([O:24][C:25]([CH3:28])([CH3:27])[CH3:26])=[O:23])[CH2:18][CH2:17]3)[N:5]([CH2:7][CH2:8][O:9][CH:10]3[CH2:15][CH2:14][CH2:13][CH2:12][O:11]3)[CH:6]=2)[CH2:31][CH2:30]1. The catalyst class is: 498. (3) The catalyst class is: 2. Product: [OH:23][C:22]1[C:21]2[C:16](=[CH:17][CH:18]=[CH:19][CH:20]=2)[C@@:15]([CH3:29])([CH2:24][CH2:25][CH:26]([CH3:28])[CH3:27])[C:14](=[O:30])[C:13]=1[C:8]1[NH:7][C:6]2[CH:31]=[CH:32][C:3]([NH:2][C:33](=[O:35])[CH3:34])=[CH:4][C:5]=2[S:10](=[O:12])(=[O:11])[N:9]=1. Reactant: Cl.[NH2:2][C:3]1[CH:32]=[CH:31][C:6]2[NH:7][C:8]([C:13]3[C:14](=[O:30])[C@:15]([CH3:29])([CH2:24][CH2:25][CH:26]([CH3:28])[CH3:27])[C:16]4[C:21]([C:22]=3[OH:23])=[CH:20][CH:19]=[CH:18][CH:17]=4)=[N:9][S:10](=[O:12])(=[O:11])[C:5]=2[CH:4]=1.[C:33](OC(=O)C)(=[O:35])[CH3:34].N1C=CC=CC=1. (4) Reactant: [C:1]1([OH:7])[CH:6]=[CH:5][CH:4]=[CH:3][CH:2]=1.[OH-].[K+].Cl[C:11]1[C:20]2[C:15](=[CH:16][CH:17]=[C:18]([CH2:21][N:22]3[CH2:26][CH2:25][C@H:24]([NH:27][S:28]([C:31]4[CH:40]=[CH:39][C:38]5[C:33](=[CH:34][C:35]([O:41][CH3:42])=[CH:36][CH:37]=5)[CH:32]=4)(=[O:30])=[O:29])[C:23]3=[O:43])[CH:19]=2)[CH:14]=[CH:13][N:12]=1.Cl. Product: [O:7]([C:11]1[C:20]2[C:15](=[CH:16][CH:17]=[C:18]([CH2:21][N:22]3[CH2:26][CH2:25][CH:24]([NH:27][S:28]([C:31]4[CH:40]=[CH:39][C:38]5[C:33](=[CH:34][C:35]([O:41][CH3:42])=[CH:36][CH:37]=5)[CH:32]=4)(=[O:29])=[O:30])[C:23]3=[O:43])[CH:19]=2)[CH:14]=[CH:13][N:12]=1)[C:1]1[CH:6]=[CH:5][CH:4]=[CH:3][CH:2]=1. The catalyst class is: 34. (5) Reactant: [CH2:1]([C:4]1[C:9]([C:10]([O:12]C)=[O:11])=[CH:8][CH:7]=[CH:6][C:5]=1[N:14]([CH2:28][CH3:29])[CH:15]1[CH2:20][CH2:19][N:18]([C:21]([O:23][C:24]([CH3:27])([CH3:26])[CH3:25])=[O:22])[CH2:17][CH2:16]1)[CH:2]=[CH2:3].[OH-].[Na+].Cl. Product: [CH2:1]([C:4]1[C:5]([N:14]([CH:15]2[CH2:16][CH2:17][N:18]([C:21]([O:23][C:24]([CH3:25])([CH3:27])[CH3:26])=[O:22])[CH2:19][CH2:20]2)[CH2:28][CH3:29])=[CH:6][CH:7]=[CH:8][C:9]=1[C:10]([OH:12])=[O:11])[CH:2]=[CH2:3]. The catalyst class is: 5. (6) Reactant: [C:1]1([N:7]([C:34]2[N:39]=[CH:38][CH:37]=[CH:36][N:35]=2)[CH2:8][CH:9]([NH:14][C:15]([C:17]2[CH:18]=[C:19]3[C:23](=[CH:24][CH:25]=2)[NH:22][C:21]([C:26]2[CH:31]=[CH:30][N:29]=[C:28]([NH:32][CH3:33])[N:27]=2)=[CH:20]3)=[O:16])[C:10]([O:12]C)=[O:11])[CH:6]=[CH:5][CH:4]=[CH:3][CH:2]=1.[OH-].[Na+]. Product: [CH3:33][NH:32][C:28]1[N:27]=[C:26]([C:21]2[NH:22][C:23]3[C:19]([CH:20]=2)=[CH:18][C:17]([C:15]([NH:14][CH:9]([CH2:8][N:7]([C:1]2[CH:6]=[CH:5][CH:4]=[CH:3][CH:2]=2)[C:34]2[N:39]=[CH:38][CH:37]=[CH:36][N:35]=2)[C:10]([OH:12])=[O:11])=[O:16])=[CH:25][CH:24]=3)[CH:31]=[CH:30][N:29]=1. The catalyst class is: 5. (7) Reactant: [C:1](O)(=[O:3])C.C(O)(=O)C.I(C1C=CC=CC=1)=O.B(F)(F)F.CCOCC.[CH2:26]([O:28][C:29](=[O:38])[CH2:30][C:31]([CH:33]1[CH2:37][CH2:36][CH2:35][CH2:34]1)=[O:32])C. Product: [CH3:26][O:28][C:29](=[O:38])[CH:30]([O:3][CH3:1])[C:31]([CH:33]1[CH2:37][CH2:36][CH2:35][CH2:34]1)=[O:32]. The catalyst class is: 5.